Dataset: Full USPTO retrosynthesis dataset with 1.9M reactions from patents (1976-2016). Task: Predict the reactants needed to synthesize the given product. (1) Given the product [Si:1]([O:18][CH2:19][C:20]1[N:21]=[C:22]([C:36](=[O:38])[CH3:37])[N:23]([CH:25]=[CH2:26])[CH:24]=1)([C:14]([CH3:17])([CH3:16])[CH3:15])([C:8]1[CH:13]=[CH:12][CH:11]=[CH:10][CH:9]=1)[C:2]1[CH:7]=[CH:6][CH:5]=[CH:4][CH:3]=1.[Si:1]([O:18][CH2:19][C:20]1[N:21]=[C:22]([C:36](=[O:38])[CH3:37])[N:23]([CH2:25][CH2:26][F:27])[CH:24]=1)([C:14]([CH3:15])([CH3:16])[CH3:17])([C:8]1[CH:9]=[CH:10][CH:11]=[CH:12][CH:13]=1)[C:2]1[CH:7]=[CH:6][CH:5]=[CH:4][CH:3]=1, predict the reactants needed to synthesize it. The reactants are: [Si:1]([O:18][CH2:19][C:20]1[N:21]=[CH:22][N:23]([CH2:25][CH2:26][F:27])[CH:24]=1)([C:14]([CH3:17])([CH3:16])[CH3:15])([C:8]1[CH:13]=[CH:12][CH:11]=[CH:10][CH:9]=1)[C:2]1[CH:7]=[CH:6][CH:5]=[CH:4][CH:3]=1.C([Li])CCC.CON(C)[C:36](=[O:38])[CH3:37].[Cl-].[NH4+]. (2) Given the product [Cl:20][C:21]1[CH:29]=[CH:28][C:24]([C:25]2[NH:27][C:14](=[O:16])[C:8]([C:9]([O:11][CH2:12][CH3:13])=[O:10])=[CH:2][N:26]=2)=[CH:23][CH:22]=1, predict the reactants needed to synthesize it. The reactants are: [O-][CH2:2]C.[Na+].C(O[CH:8]([C:14]([O:16]CC)=O)[C:9]([O:11][CH2:12][CH3:13])=[O:10])C.Cl.[Cl:20][C:21]1[CH:29]=[CH:28][C:24]([C:25]([NH2:27])=[NH:26])=[CH:23][CH:22]=1. (3) Given the product [CH2:1]([O:3][C:4](=[O:30])[CH2:5][C:6]1[CH:7]=[C:8]([C:14]2[CH:19]=[CH:18][C:17]([C:20]3[CH:21]=[N:22][N:23]([CH3:25])[CH:24]=3)=[CH:16][C:15]=2[CH2:26][N:27]([C:34]([CH:31]2[CH2:33][CH2:32]2)=[O:35])[CH2:28][CH3:29])[C:9]([O:12][CH3:13])=[CH:10][CH:11]=1)[CH3:2], predict the reactants needed to synthesize it. The reactants are: [CH2:1]([O:3][C:4](=[O:30])[CH2:5][C:6]1[CH:7]=[C:8]([C:14]2[CH:19]=[CH:18][C:17]([C:20]3[CH:21]=[N:22][N:23]([CH3:25])[CH:24]=3)=[CH:16][C:15]=2[CH2:26][NH:27][CH2:28][CH3:29])[C:9]([O:12][CH3:13])=[CH:10][CH:11]=1)[CH3:2].[CH:31]1([C:34](Cl)=[O:35])[CH2:33][CH2:32]1.